Task: Predict the product of the given reaction.. Dataset: Forward reaction prediction with 1.9M reactions from USPTO patents (1976-2016) Given the reactants [NH2:1][CH2:2][CH2:3][N:4]([CH2:20][CH2:21][NH2:22])[C:5](=[O:19])[C:6]1[C:14]([I:15])=[C:13]([NH2:16])[C:12]([I:17])=[C:8]([C:9]([OH:11])=[O:10])[C:7]=1[I:18].[Br:23][CH:24]([CH3:28])[C:25](Br)=[O:26], predict the reaction product. The product is: [Br:23][CH:24]([CH3:28])[C:25]([NH:1][CH2:2][CH2:3][N:4]([CH2:20][CH2:21][NH:22][C:25](=[O:26])[CH:24]([Br:23])[CH3:28])[C:5](=[O:19])[C:6]1[C:14]([I:15])=[C:13]([NH:16][C:25](=[O:26])[CH:24]([Br:23])[CH3:28])[C:12]([I:17])=[C:8]([C:9]([OH:11])=[O:10])[C:7]=1[I:18])=[O:26].